Predict which catalyst facilitates the given reaction. From a dataset of Catalyst prediction with 721,799 reactions and 888 catalyst types from USPTO. (1) Reactant: [C:1](OCC)(OCC)(OCC)[CH2:2][CH3:3].[CH3:13][S:14]([CH2:17][CH2:18][O:19][CH2:20][CH2:21][NH:22][C:23]1[C:32]2[C:27](=[CH:28][CH:29]=[CH:30][CH:31]=2)[N:26]=[CH:25][C:24]=1[NH2:33])(=[O:16])=[O:15].Cl.N1C=CC=CC=1. Product: [CH2:2]([C:3]1[N:22]([CH2:21][CH2:20][O:19][CH2:18][CH2:17][S:14]([CH3:13])(=[O:16])=[O:15])[C:23]2[C:32]3[CH:31]=[CH:30][CH:29]=[CH:28][C:27]=3[N:26]=[CH:25][C:24]=2[N:33]=1)[CH3:1]. The catalyst class is: 10. (2) Reactant: [CH3:1][N:2]([CH3:26])[C:3](=[O:25])[S:4][C:5]1[C:10]([Cl:11])=[C:9]([CH2:12][C:13]2[CH:18]=[CH:17][C:16]([O:19][CH3:20])=[CH:15][CH:14]=2)[CH:8]=[C:7]([Br:21])[C:6]=1[CH2:22][CH:23]=[O:24].[BH4-].[Na+]. Product: [CH3:26][N:2]([CH3:1])[C:3](=[O:25])[S:4][C:5]1[C:10]([Cl:11])=[C:9]([CH2:12][C:13]2[CH:14]=[CH:15][C:16]([O:19][CH3:20])=[CH:17][CH:18]=2)[CH:8]=[C:7]([Br:21])[C:6]=1[CH2:22][CH2:23][OH:24]. The catalyst class is: 36. (3) Reactant: [C:1]([C:3]1[CH:4]=[C:5]([C:13]2[O:17][N:16]=[C:15]([C:18]3[C:19]([CH3:41])=[C:20]4[C:25](=[CH:26][CH:27]=3)[CH2:24][N:23]([C:28](=[O:40])[CH2:29][CH2:30][CH2:31][NH:32]C(=O)OC(C)(C)C)[CH2:22][CH2:21]4)[N:14]=2)[CH:6]=[CH:7][C:8]=1[O:9][CH:10]([CH3:12])[CH3:11])#[N:2].[ClH:42].CCOCC. Product: [ClH:42].[NH2:32][CH2:31][CH2:30][CH2:29][C:28]([N:23]1[CH2:22][CH2:21][C:20]2[C:25](=[CH:26][CH:27]=[C:18]([C:15]3[N:14]=[C:13]([C:5]4[CH:6]=[CH:7][C:8]([O:9][CH:10]([CH3:12])[CH3:11])=[C:3]([CH:4]=4)[C:1]#[N:2])[O:17][N:16]=3)[C:19]=2[CH3:41])[CH2:24]1)=[O:40]. The catalyst class is: 12. (4) Reactant: [CH3:1][O:2][C:3]1[CH:4]=[C:5]([N:11]2[CH2:16][CH2:15][NH:14][CH2:13][CH2:12]2)[CH:6]=[C:7]([O:9][CH3:10])[CH:8]=1.CN(C)CCCN=C=NCC.O.ON1C2C=CC=CC=2N=N1.[C:39]1([C:45]2[N:46]=[C:47]3[CH:52]=[CH:51][CH:50]=[CH:49][N:48]3[C:53]=2[C:54](O)=[O:55])[CH:44]=[CH:43][CH:42]=[CH:41][CH:40]=1. Product: [CH3:1][O:2][C:3]1[CH:4]=[C:5]([N:11]2[CH2:12][CH2:13][N:14]([C:54]([C:53]3[N:48]4[CH:49]=[CH:50][CH:51]=[CH:52][C:47]4=[N:46][C:45]=3[C:39]3[CH:44]=[CH:43][CH:42]=[CH:41][CH:40]=3)=[O:55])[CH2:15][CH2:16]2)[CH:6]=[C:7]([O:9][CH3:10])[CH:8]=1. The catalyst class is: 4.